From a dataset of Catalyst prediction with 721,799 reactions and 888 catalyst types from USPTO. Predict which catalyst facilitates the given reaction. (1) Reactant: [C:1]([C:3]1[CH:8]([C:9]2[O:17][C:16]3[CH:15]=[CH:14][N:13]=[C:12]([NH:18]C(=O)C4C=CC=CC=4)[C:11]=3[CH:10]=2)[C:7]([C:27]#[N:28])=[C:6]([CH3:29])[NH:5][C:4]=1[CH3:30])#[N:2].Cl.C(=O)([O-])[O-].[Na+].[Na+]. Product: [NH2:18][C:12]1[C:11]2[CH:10]=[C:9]([CH:8]3[C:7]([C:27]#[N:28])=[C:6]([CH3:29])[NH:5][C:4]([CH3:30])=[C:3]3[C:1]#[N:2])[O:17][C:16]=2[CH:15]=[CH:14][N:13]=1. The catalyst class is: 15. (2) Reactant: [CH:1]([Si:4]([CH:21]([CH3:23])[CH3:22])([CH:18]([CH3:20])[CH3:19])[N:5]1[C:9]2=[N:10][C:11]([S:14]([Cl:17])(=[O:16])=[O:15])=[CH:12][CH:13]=[C:8]2[CH:7]=[CH:6]1)([CH3:3])[CH3:2].C1C(=O)N([Br:31])C(=O)C1. Product: [Br:31][C:7]1[C:8]2[C:9](=[N:10][C:11]([S:14]([Cl:17])(=[O:16])=[O:15])=[CH:12][CH:13]=2)[N:5]([Si:4]([CH:1]([CH3:3])[CH3:2])([CH:18]([CH3:20])[CH3:19])[CH:21]([CH3:23])[CH3:22])[CH:6]=1. The catalyst class is: 2.